Dataset: Retrosynthesis with 50K atom-mapped reactions and 10 reaction types from USPTO. Task: Predict the reactants needed to synthesize the given product. (1) Given the product Cn1cncc1C(=O)N1CC[C@@H](CC(=O)Nc2ccc3cc2CCc2cncc(c2)Nc2ncc(Cl)c(n2)N3)C1, predict the reactants needed to synthesize it. The reactants are: Cn1cncc1C(=O)Cl.O=C(C[C@@H]1CCNC1)Nc1ccc2cc1CCc1cncc(c1)Nc1ncc(Cl)c(n1)N2. (2) Given the product CC(C)[C@H](NC(=O)CNC(=O)[C@@H]1CCCN1C(=O)[C@@H](NC(=O)CNC(=O)[C@@H](NC(=O)CNC(=O)[C@@H]1CCCN1C(=O)[C@@H](NC(=O)OCc1ccccc1)C(C)C)C(C)C)C(C)C)C(=O)NCC(=O)O, predict the reactants needed to synthesize it. The reactants are: COC(=O)CNC(=O)[C@@H](NC(=O)CNC(=O)[C@@H]1CCCN1C(=O)[C@@H](NC(=O)CNC(=O)[C@@H](NC(=O)CNC(=O)[C@@H]1CCCN1C(=O)[C@@H](NC(=O)OCc1ccccc1)C(C)C)C(C)C)C(C)C)C(C)C.